From a dataset of Catalyst prediction with 721,799 reactions and 888 catalyst types from USPTO. Predict which catalyst facilitates the given reaction. (1) Reactant: [CH2:1]([NH:8][C:9]([C:11]1[CH:12]=[C:13]([C:17]2[CH:22]=[CH:21][CH:20]=[C:19]([C:23]([O:25]C)=O)[CH:18]=2)[CH:14]=[CH:15][CH:16]=1)=[O:10])[C:2]1[CH:7]=[CH:6][CH:5]=[CH:4][CH:3]=1.[NH2:27][OH:28].C(OCC)(=O)C. Product: [CH2:1]([NH:8][C:9]([C:11]1[CH:12]=[C:13]([C:17]2[CH:22]=[CH:21][CH:20]=[C:19]([C:23]([NH:27][OH:28])=[O:25])[CH:18]=2)[CH:14]=[CH:15][CH:16]=1)=[O:10])[C:2]1[CH:7]=[CH:6][CH:5]=[CH:4][CH:3]=1. The catalyst class is: 3. (2) Reactant: [CH3:1][C:2]1[CH:7]=[CH:6][C:5](B(O)O)=[CH:4][CH:3]=1.[C:11]([O:15][C:16]([C:18]1[S:19][C:20](Br)=[CH:21][C:22]=1[NH:23][S:24]([C:27]1[C:28]([CH3:33])=[CH:29][CH:30]=[CH:31][CH:32]=1)(=[O:26])=[O:25])=[O:17])([CH3:14])([CH3:13])[CH3:12].C1(C)C=CC=CC=1.CO.C([O-])([O-])=O.[Na+].[Na+]. Product: [C:11]([O:15][C:16]([C:18]1[S:19][C:20]([C:5]2[CH:6]=[CH:7][C:2]([CH3:1])=[CH:3][CH:4]=2)=[CH:21][C:22]=1[NH:23][S:24]([C:27]1[C:28]([CH3:33])=[CH:29][CH:30]=[CH:31][CH:32]=1)(=[O:26])=[O:25])=[O:17])([CH3:14])([CH3:13])[CH3:12]. The catalyst class is: 109. (3) Reactant: [CH:1]1([C:7]2[C:15]3[C:10](=[CH:11][C:12]([C:16]([O:18][CH3:19])=[O:17])=[CH:13][CH:14]=3)[NH:9][C:8]=2[C:20]2[CH:25]=[CH:24][CH:23]=[CH:22][C:21]=2[OH:26])[CH2:6][CH2:5][CH2:4][CH2:3][CH2:2]1.[CH3:27][C:28]([O-])([CH3:30])[CH3:29].[K+].ClCC(CCl)=C. Product: [CH:1]1([C:7]2[C:15]3[CH:14]=[CH:13][C:12]([C:16]([O:18][CH3:19])=[O:17])=[CH:11][C:10]=3[N:9]3[C:8]=2[C:20]2[CH:25]=[CH:24][CH:23]=[CH:22][C:21]=2[O:26][CH2:30][C:28](=[CH2:27])[CH2:29]3)[CH2:6][CH2:5][CH2:4][CH2:3][CH2:2]1. The catalyst class is: 3. (4) Reactant: C(O[C:4]([C:6]1[C:7]2[CH2:8][C@H:9]3[CH2:22][C@H:10]3[C:11]=2[N:12]([C:14]2[CH:19]=[CH:18][C:17]([F:20])=[CH:16][C:15]=2[F:21])[N:13]=1)=[O:5])C.C1CN([P+](ON2N=NC3C=CC=CC2=3)(N2CCCC2)N2CCCC2)CC1.F[P-](F)(F)(F)(F)F.C(N(C(C)C)C(C)C)C.[NH2:65][C:66]1[C:71]([OH:72])=[CH:70][CH:69]=[CH:68][N:67]=1. Product: [OH:72][C:71]1[C:66]([NH:65][C:4]([C:6]2[C:7]3[CH2:8][C@H:9]4[CH2:22][C@H:10]4[C:11]=3[N:12]([C:14]3[CH:19]=[CH:18][C:17]([F:20])=[CH:16][C:15]=3[F:21])[N:13]=2)=[O:5])=[N:67][CH:68]=[CH:69][CH:70]=1. The catalyst class is: 3. (5) Reactant: [N+:1]([C:4]1[CH:9]=[CH:8][CH:7]=[C:6]([S:10]([N:13]2[CH2:17][CH2:16][CH2:15][CH2:14]2)(=[O:12])=[O:11])[C:5]=1[OH:18])([O-])=O. Product: [NH2:1][C:4]1[CH:9]=[CH:8][CH:7]=[C:6]([S:10]([N:13]2[CH2:17][CH2:16][CH2:15][CH2:14]2)(=[O:12])=[O:11])[C:5]=1[OH:18]. The catalyst class is: 123. (6) Product: [Br:1][C:2]1[CH:10]=[C:9]2[C:5]([C:6]([CH2:19][OH:22])([CH2:27][OH:28])[C:7](=[O:18])[N:8]2[C:11]([O:13][C:14]([CH3:15])([CH3:17])[CH3:16])=[O:12])=[CH:4][CH:3]=1. The catalyst class is: 1. Reactant: [Br:1][C:2]1[CH:10]=[C:9]2[C:5]([CH2:6][C:7](=[O:18])[N:8]2[C:11]([O:13][C:14]([CH3:17])([CH3:16])[CH3:15])=[O:12])=[CH:4][CH:3]=1.[C:19](=[O:22])([O-])[O-].[K+].[K+].C=O.[C:27]([O-])(O)=[O:28].[Na+]. (7) Product: [Cl:9][C:10]1[C:11]([C:29]2[N:33]=[CH:32][N:31]([CH3:3])[N:30]=2)=[C:12]([NH:15][C:16](=[O:28])[CH2:17][N:18]2[C:23](=[O:24])[CH:22]=[CH:21][N:20]3[N:25]=[CH:26][CH:27]=[C:19]23)[S:13][CH:14]=1. The catalyst class is: 39. Reactant: IC.[C:3]([O-])([O-])=O.[K+].[K+].[Cl:9][C:10]1[C:11]([C:29]2[N:33]=[CH:32][NH:31][N:30]=2)=[C:12]([NH:15][C:16](=[O:28])[CH2:17][N:18]2[C:23](=[O:24])[CH:22]=[CH:21][N:20]3[N:25]=[CH:26][CH:27]=[C:19]23)[S:13][CH:14]=1. (8) Reactant: Cl.[CH2:2]([NH:4][C:5]([N:7]1[CH2:11][C:10]([CH3:13])([CH3:12])[CH:9]=[N:8]1)=[NH:6])[CH3:3].CCN(P1(N(C)CCCN1C)=NC(C)(C)C)CC.[Br:32][C:33]1[CH:34]=[C:35]([S:46](Cl)(=[O:48])=[O:47])[CH:36]=[CH:37][C:38]=1[NH:39][C:40](=[O:45])[C:41]([F:44])([F:43])[F:42].Cl. Product: [Br:32][C:33]1[CH:34]=[C:35]([S:46](=[O:48])(=[O:47])[N:6]=[C:5]([N:7]2[CH2:11][C:10]([CH3:12])([CH3:13])[CH:9]=[N:8]2)[NH:4][CH2:2][CH3:3])[CH:36]=[CH:37][C:38]=1[NH:39][C:40](=[O:45])[C:41]([F:43])([F:44])[F:42]. The catalyst class is: 1. (9) Reactant: [Cl:1][C:2]1[C:11]([CH:12]2[CH2:16][CH2:15][CH2:14][NH:13]2)=[CH:10][C:9]2[C:4](=[CH:5][C:6]([F:17])=[CH:7][CH:8]=2)[N:3]=1.[CH3:18][C:19]([O:22][C:23](O[C:23]([O:22][C:19]([CH3:21])([CH3:20])[CH3:18])=[O:24])=[O:24])([CH3:21])[CH3:20].CCN(CC)CC. Product: [Cl:1][C:2]1[C:11]([CH:12]2[CH2:16][CH2:15][CH2:14][N:13]2[C:23]([O:22][C:19]([CH3:21])([CH3:20])[CH3:18])=[O:24])=[CH:10][C:9]2[C:4](=[CH:5][C:6]([F:17])=[CH:7][CH:8]=2)[N:3]=1. The catalyst class is: 2.